Dataset: Reaction yield outcomes from USPTO patents with 853,638 reactions. Task: Predict the reaction yield, written as a fraction of the theoretical maximum amount of product (1.0 means a 100% yield; for example, 0.34 means a 34% yield). (1) The product is [CH3:18][O:17][C:14]1[CH:15]=[CH:16][C:11]([NH:10][C:8]([C:7]2[C:2]([NH:32][CH2:31][CH:28]3[CH2:27][CH2:26][N:25]([C:22]4[CH:23]=[CH:24][N:19]=[CH:20][CH:21]=4)[CH2:30][CH2:29]3)=[N:3][CH:4]=[CH:5][CH:6]=2)=[O:9])=[CH:12][CH:13]=1. The yield is 0.240. The catalyst is C(O)C. The reactants are Cl[C:2]1[C:7]([C:8]([NH:10][C:11]2[CH:16]=[CH:15][C:14]([O:17][CH3:18])=[CH:13][CH:12]=2)=[O:9])=[CH:6][CH:5]=[CH:4][N:3]=1.[N:19]1[CH:24]=[CH:23][C:22]([N:25]2[CH2:30][CH2:29][CH:28]([CH2:31][NH2:32])[CH2:27][CH2:26]2)=[CH:21][CH:20]=1. (2) The reactants are [C:1]([NH:4][C@@H:5]([CH2:10][C:11]1[CH:16]=[CH:15][C:14]([Sn](C)(C)C)=[CH:13][CH:12]=1)[C:6]([O:8][CH3:9])=[O:7])(=[O:3])[CH3:2].Br[C:22]1[C:23]2[C:28]([C:29]3[CH:30]=[CH:31][CH:32]=[CH:33][C:34]=3[CH:35]=1)=[CH:27][CH:26]=[CH:25][CH:24]=2.C1(C)C=CC=CC=1P(C1C=CC=CC=1C)C1C=CC=CC=1C.N#N. The catalyst is CN(C=O)C.C(OCC)C.C([O-])(=O)C.[Pd+2].C([O-])(=O)C.CO.C(Cl)Cl. The product is [C:1]([NH:4][C@@H:5]([CH2:10][C:11]1[CH:16]=[CH:15][C:14]([C:22]2[C:23]3[C:28]([C:29]4[CH:30]=[CH:31][CH:32]=[CH:33][C:34]=4[CH:35]=2)=[CH:27][CH:26]=[CH:25][CH:24]=3)=[CH:13][CH:12]=1)[C:6]([O:8][CH3:9])=[O:7])(=[O:3])[CH3:2]. The yield is 0.590. (3) The reactants are C(OC([N:8]1[CH2:12][CH2:11][CH2:10][C@H:9]1[C:13]1[NH:14][CH:15]=[C:16]([C:18]2[CH:23]=[CH:22][C:21]([Br:24])=[CH:20][CH:19]=2)[N:17]=1)=O)(C)(C)C.Cl. The catalyst is CO. The product is [Br:24][C:21]1[CH:20]=[CH:19][C:18]([C:16]2[N:17]=[C:13]([C@@H:9]3[CH2:10][CH2:11][CH2:12][NH:8]3)[NH:14][CH:15]=2)=[CH:23][CH:22]=1. The yield is 1.00. (4) The reactants are [C:1]([O:4][C:5]1[CH:14]=[C:13]2[C:8]([C:9](=[O:23])[C:10]([C:15]3[CH:20]=[CH:19][C:18]([O:21][CH3:22])=[CH:17][CH:16]=3)=[CH:11][O:12]2)=[CH:7][CH:6]=1)(=[O:3])[CH3:2]. The catalyst is C(O)C.[Pd]. The product is [C:1]([O:4][C:5]1[CH:14]=[C:13]2[C:8]([CH:9]([OH:23])[CH:10]([C:15]3[CH:16]=[CH:17][C:18]([O:21][CH3:22])=[CH:19][CH:20]=3)[CH2:11][O:12]2)=[CH:7][CH:6]=1)(=[O:3])[CH3:2]. The yield is 1.00. (5) The product is [C:17]([C:16]([NH:15][C:2]([C-:4]1[CH:8]=[CH:7][CH:6]=[CH:5]1)=[O:3])([CH3:19])[CH2:20][OH:21])#[N:18].[CH-:9]1[CH:13]=[CH:12][CH:11]=[CH:10]1.[Fe+2:14]. The catalyst is C1COCC1. The reactants are Cl[C:2]([C-:4]1[CH:8]=[CH:7][CH:6]=[CH:5]1)=[O:3].[CH-:9]1[CH:13]=[CH:12][CH:11]=[CH:10]1.[Fe+2:14].[NH2:15][C:16]([CH2:20][OH:21])([CH3:19])[C:17]#[N:18].C(N(CC)CC)C. The yield is 0.290. (6) The reactants are [CH:1]([C:4]1[CH:11]=[CH:10][C:7]([CH:8]=O)=[CH:6][CH:5]=1)([CH3:3])[CH3:2].[F:12][C:13]([F:22])([F:21])[C:14]1[CH:15]=[CH:16][C:17]([NH2:20])=[N:18][CH:19]=1.C([O:25][C:26](=O)[C:27]([OH:38])=[CH:28][C:29](=[O:37])[C:30]1[CH:35]=[CH:34][C:33]([CH3:36])=[CH:32][CH:31]=1)C. No catalyst specified. The product is [OH:38][C:27]1[C:26](=[O:25])[N:20]([C:17]2[CH:16]=[CH:15][C:14]([C:13]([F:12])([F:21])[F:22])=[CH:19][N:18]=2)[CH:8]([C:7]2[CH:10]=[CH:11][C:4]([CH:1]([CH3:3])[CH3:2])=[CH:5][CH:6]=2)[C:28]=1[C:29](=[O:37])[C:30]1[CH:35]=[CH:34][C:33]([CH3:36])=[CH:32][CH:31]=1. The yield is 0.410.